From a dataset of Forward reaction prediction with 1.9M reactions from USPTO patents (1976-2016). Predict the product of the given reaction. (1) Given the reactants [C:1]([CH:3]1[CH2:5][CH2:4]1)#[CH:2].C([Li])CCC.[C:11]([O:15][C:16](=[O:37])[NH:17][C:18]1[CH:23]=[CH:22][C:21]([O:24][CH2:25][O:26][CH2:27][CH2:28][O:29][CH3:30])=[CH:20][C:19]=1[C:31](=[O:36])[C:32]([F:35])([F:34])[F:33])([CH3:14])([CH3:13])[CH3:12].[Cl-].[NH4+], predict the reaction product. The product is: [C:11]([O:15][C:16](=[O:37])[NH:17][C:18]1[CH:23]=[CH:22][C:21]([O:24][CH2:25][O:26][CH2:27][CH2:28][O:29][CH3:30])=[CH:20][C:19]=1[C:31]([OH:36])([C:32]([F:35])([F:34])[F:33])[C:2]#[C:1][CH:3]1[CH2:5][CH2:4]1)([CH3:14])([CH3:12])[CH3:13]. (2) Given the reactants [NH:1]1[C:9]2[C:4](=[CH:5][C:6]([OH:10])=[CH:7][CH:8]=2)[CH:3]=[N:2]1.[O:11]1[CH2:16][CH2:15][CH2:14][CH2:13][CH:12]1[O:17][CH:18]1[CH2:23][CH2:22][CH:21](O)[CH2:20][CH2:19]1.C1(P(C2C=CC=CC=2)C2C=CC=CC=2)C=CC=CC=1.N(C(OCC1C=CC=CC=1)=O)=NC(OCC1C=CC=CC=1)=O, predict the reaction product. The product is: [O:11]1[CH2:16][CH2:15][CH2:14][CH2:13][CH:12]1[O:17][CH:18]1[CH2:19][CH2:20][CH:21]([O:10][C:6]2[CH:5]=[C:4]3[C:9](=[CH:8][CH:7]=2)[NH:1][N:2]=[CH:3]3)[CH2:22][CH2:23]1.